This data is from Peptide-MHC class I binding affinity with 185,985 pairs from IEDB/IMGT. The task is: Regression. Given a peptide amino acid sequence and an MHC pseudo amino acid sequence, predict their binding affinity value. This is MHC class I binding data. (1) The peptide sequence is VPYCNYTRFW. The MHC is HLA-B53:01 with pseudo-sequence HLA-B53:01. The binding affinity (normalized) is 0.744. (2) The peptide sequence is IEVKFHPIL. The MHC is HLA-B15:09 with pseudo-sequence HLA-B15:09. The binding affinity (normalized) is 0.587. (3) The peptide sequence is IVKYKQYLK. The MHC is HLA-B44:02 with pseudo-sequence HLA-B44:02. The binding affinity (normalized) is 0.0847. (4) The peptide sequence is SGIFVTNEV. The MHC is HLA-A68:02 with pseudo-sequence HLA-A68:02. The binding affinity (normalized) is 0.644. (5) The peptide sequence is ITLWQRPIV. The MHC is HLA-A68:02 with pseudo-sequence HLA-A68:02. The binding affinity (normalized) is 0.107. (6) The peptide sequence is VSDGGPNLY. The MHC is HLA-A69:01 with pseudo-sequence HLA-A69:01. The binding affinity (normalized) is 0.0847. (7) The peptide sequence is RPRLHSISF. The MHC is HLA-B35:01 with pseudo-sequence HLA-B35:01. The binding affinity (normalized) is 0.744.